From a dataset of TCR-epitope binding with 47,182 pairs between 192 epitopes and 23,139 TCRs. Binary Classification. Given a T-cell receptor sequence (or CDR3 region) and an epitope sequence, predict whether binding occurs between them. (1) The epitope is LLWNGPMAV. The TCR CDR3 sequence is CASSVASGGRYGYTF. Result: 1 (the TCR binds to the epitope). (2) The epitope is SEISMDNSPNL. The TCR CDR3 sequence is CASSQGVSVGGNGELFF. Result: 1 (the TCR binds to the epitope). (3) The epitope is YLNTLTLAV. The TCR CDR3 sequence is CASRETGLRDTQYF. Result: 0 (the TCR does not bind to the epitope). (4) The epitope is RLRAEAQVK. The TCR CDR3 sequence is CASRRTTGANTEAFF. Result: 0 (the TCR does not bind to the epitope).